This data is from Peptide-MHC class I binding affinity with 185,985 pairs from IEDB/IMGT. The task is: Regression. Given a peptide amino acid sequence and an MHC pseudo amino acid sequence, predict their binding affinity value. This is MHC class I binding data. The peptide sequence is HVPTRGTAM. The MHC is HLA-A11:01 with pseudo-sequence HLA-A11:01. The binding affinity (normalized) is 0.0847.